This data is from SARS-CoV-2 main protease (3CLPro) crystallographic fragment screen with 879 compounds. The task is: Binary Classification. Given a drug SMILES string, predict its activity (active/inactive) in a high-throughput screening assay against a specified biological target. (1) The molecule is CC(C)Nc1nc2ccccc2[nH]1. The result is 0 (inactive). (2) The molecule is COCc1cccc(C23CC2CCN3C(C)=O)n1. The result is 0 (inactive).